Dataset: Forward reaction prediction with 1.9M reactions from USPTO patents (1976-2016). Task: Predict the product of the given reaction. (1) Given the reactants [NH2:1][C@H:2]([C:7]([OH:9])=[O:8])[C:3]([CH3:6])([CH3:5])[CH3:4].[OH-].[Na+].Cl[C:13]([O:15][CH3:16])=[O:14], predict the reaction product. The product is: [CH3:16][O:15][C:13]([NH:1][C@@H:2]([C:3]([CH3:6])([CH3:5])[CH3:4])[C:7]([OH:9])=[O:8])=[O:14]. (2) Given the reactants [CH3:1][O:2][C:3]([C:5]1[N:6]([NH2:23])[C:7](=[O:22])[C:8]2[C:13]([C:14]=1[C:15]1[CH:20]=[CH:19][CH:18]=[CH:17][CH:16]=1)=[CH:12][C:11]([Cl:21])=[CH:10][CH:9]=2)=[O:4].[O:24]1[CH:28]=[CH:27][CH:26]=[C:25]1[CH:29]=O, predict the reaction product. The product is: [CH3:1][O:2][C:3]([C:5]1[N:6]([N:23]=[CH:29][C:25]2[O:24][CH:28]=[CH:27][CH:26]=2)[C:7](=[O:22])[C:8]2[C:13]([C:14]=1[C:15]1[CH:20]=[CH:19][CH:18]=[CH:17][CH:16]=1)=[CH:12][C:11]([Cl:21])=[CH:10][CH:9]=2)=[O:4].